From a dataset of Reaction yield outcomes from USPTO patents with 853,638 reactions. Predict the reaction yield, written as a fraction of the theoretical maximum amount of product (1.0 means a 100% yield; for example, 0.34 means a 34% yield). (1) The reactants are [CH3:1][O:2][C:3]([C:5]1[CH2:9][C@@H:8]([CH3:10])[CH2:7][C:6]=1OS(C(F)(F)F)(=O)=O)=[O:4].[CH3:19][O:20][CH2:21][O:22][C:23]1[CH:28]=[CH:27][C:26]([O:29][CH2:30][O:31][CH3:32])=[CH:25][C:24]=1B(O)O.[Li+].[Cl-].C([O-])([O-])=O.[Na+].[Na+]. The catalyst is COCCOC.C1C=CC([P]([Pd]([P](C2C=CC=CC=2)(C2C=CC=CC=2)C2C=CC=CC=2)([P](C2C=CC=CC=2)(C2C=CC=CC=2)C2C=CC=CC=2)[P](C2C=CC=CC=2)(C2C=CC=CC=2)C2C=CC=CC=2)(C2C=CC=CC=2)C2C=CC=CC=2)=CC=1. The product is [CH3:1][O:2][C:3]([C:5]1[CH2:9][C@@H:8]([CH3:10])[CH2:7][C:6]=1[C:25]1[CH:24]=[C:23]([O:22][CH2:21][O:20][CH3:19])[CH:28]=[CH:27][C:26]=1[O:29][CH2:30][O:31][CH3:32])=[O:4]. The yield is 0.830. (2) The reactants are [C:1]([NH:8][C@H:9]([C:24]([OH:26])=[O:25])[CH2:10][CH2:11][CH2:12][NH:13][C:14](OCC1C=CC=CC=1)=[O:15])([O:3][C:4]([CH3:7])([CH3:6])[CH3:5])=[O:2].[H][H].[F:29][C:30]([F:37])([F:36])C(OCC)=O.CCN(CC)CC. The catalyst is CO.[Pd]. The product is [C:1]([NH:8][C@H:9]([C:24]([OH:26])=[O:25])[CH2:10][CH2:11][CH2:12][NH:13][C:14]([C:30]([F:37])([F:36])[F:29])=[O:15])([O:3][C:4]([CH3:7])([CH3:6])[CH3:5])=[O:2]. The yield is 1.00. (3) The reactants are [OH:1][NH:2][C:3]([C:5]1[CH:10]=[CH:9][C:8]([C:11]([F:14])([F:13])[F:12])=[CH:7][N:6]=1)=[NH:4].[OH:15][C:16]1[CH:25]=[CH:24][C:23]2[C:18](=[CH:19][CH:20]=[CH:21][CH:22]=2)[C:17]=1[C:26](O)=O. No catalyst specified. The product is [F:14][C:11]([F:12])([F:13])[C:8]1[CH:9]=[CH:10][C:5]([C:3]2[N:4]=[C:26]([C:17]3[C:18]4[C:23](=[CH:22][CH:21]=[CH:20][CH:19]=4)[CH:24]=[CH:25][C:16]=3[OH:15])[O:1][N:2]=2)=[N:6][CH:7]=1. The yield is 0.0500. (4) The reactants are [NH2:1][C:2]1[N:9]=[CH:8][CH:7]=[C:6]([CH3:10])[C:3]=1[C:4]#[N:5].Cl[CH2:12][CH:13]=O. The catalyst is O. The product is [CH3:10][C:6]1[CH:7]=[CH:8][N:9]2[CH:12]=[CH:13][N:1]=[C:2]2[C:3]=1[C:4]#[N:5]. The yield is 0.750. (5) The reactants are [CH3:1][C:2]1[CH:7]=[CH:6][C:5]([S:8]([O:11][CH2:12][C@H:13]([O:16][C:17]2[C:22]([CH:23]=CC)=[CH:21][CH:20]=[C:19]([Cl:26])[C:18]=2[C:27]2[CH:32]=[CH:31][CH:30]=[CH:29][C:28]=2[Cl:33])[CH:14]=C)(=[O:10])=[O:9])=[CH:4][CH:3]=1. The catalyst is ClCCCl.C1CCC(P(C2CCCCC2)C2CCCCC2)CC1.C1CCC(P(C2CCCCC2)C2CCCCC2)CC1.C1C=CC(C=[Ru](Cl)Cl)=CC=1. The product is [CH3:1][C:2]1[CH:3]=[CH:4][C:5]([S:8]([O:11][CH2:12][C@H:13]2[CH:14]=[CH:23][C:22]3[C:17](=[C:18]([C:27]4[CH:32]=[CH:31][CH:30]=[CH:29][C:28]=4[Cl:33])[C:19]([Cl:26])=[CH:20][CH:21]=3)[O:16]2)(=[O:9])=[O:10])=[CH:6][CH:7]=1. The yield is 0.780.